Dataset: Catalyst prediction with 721,799 reactions and 888 catalyst types from USPTO. Task: Predict which catalyst facilitates the given reaction. Reactant: [CH3:1][C:2]1([C:10]([CH3:12])=[CH2:11])[CH2:7][CH2:6][CH:5]([CH3:8])[CH2:4][C:3]1=[O:9].[CH:13](=[N:17][CH2:18][CH2:19][CH2:20][CH3:21])[CH2:14][CH2:15][CH3:16].Cl[Sn](Cl)(Cl)Cl. Product: [CH2:13]([N:17]1[CH:18]([CH2:19][CH2:20][CH3:21])[CH2:12][C:10]([CH3:11])=[C:2]([CH3:1])[CH2:7][CH2:6][C@H:5]([CH3:8])[CH2:4][C:3]1=[O:9])[CH2:14][CH2:15][CH3:16]. The catalyst class is: 26.